This data is from Catalyst prediction with 721,799 reactions and 888 catalyst types from USPTO. The task is: Predict which catalyst facilitates the given reaction. (1) Reactant: [OH:1][N:2]=[CH:3][C:4]1[N:5]=[C:6]([CH:9]2[CH2:14][CH2:13][N:12]([C:15]([O:17][C:18]([CH3:21])([CH3:20])[CH3:19])=[O:16])[CH2:11][CH2:10]2)[S:7][CH:8]=1.ClN1C(=O)CCC1=O.[Cl:30][C:31]1[C:32]([CH:38]=[CH2:39])=[C:33]([OH:37])[CH:34]=[CH:35][CH:36]=1.C(=O)([O-])O.[K+]. Product: [Cl:30][C:31]1[CH:36]=[CH:35][CH:34]=[C:33]([OH:37])[C:32]=1[CH:38]1[O:1][N:2]=[C:3]([C:4]2[N:5]=[C:6]([CH:9]3[CH2:10][CH2:11][N:12]([C:15]([O:17][C:18]([CH3:21])([CH3:20])[CH3:19])=[O:16])[CH2:13][CH2:14]3)[S:7][CH:8]=2)[CH2:39]1. The catalyst class is: 84. (2) Reactant: [CH3:1][C:2]1[CH:7]=[CH:6][N:5]=[C:4]([Br:8])[CH:3]=1.[Li+].CC([N-]C(C)C)C.[CH2:17]1[CH2:25][O:24][C:23]2[C:19](=[C:20]([CH:26]=[O:27])[S:21][CH:22]=2)[O:18]1.CCOC(C)=O. Product: [Br:8][C:4]1[CH:3]=[C:2]([CH2:1][CH:26]([C:20]2[S:21][CH:22]=[C:23]3[O:24][CH2:25][CH2:17][O:18][C:19]=23)[OH:27])[CH:7]=[CH:6][N:5]=1. The catalyst class is: 20. (3) Reactant: [CH2:1]([C@@H:5]1[C@@H:14]([NH:15][C:16](=[O:25])[O:17][CH2:18][C:19]2[CH:24]=[CH:23][CH:22]=[CH:21][CH:20]=2)[CH2:13][CH2:12][C:7]2(OCC[O:8]2)[CH2:6]1)[CH2:2][CH2:3][CH3:4].Cl. Product: [CH2:1]([C@@H:5]1[CH2:6][C:7](=[O:8])[CH2:12][CH2:13][C@@H:14]1[NH:15][C:16](=[O:25])[O:17][CH2:18][C:19]1[CH:20]=[CH:21][CH:22]=[CH:23][CH:24]=1)[CH2:2][CH2:3][CH3:4]. The catalyst class is: 21. (4) Reactant: [CH3:1][O:2][CH2:3][N:4]1[C:12]2[C:7](=[CH:8][C:9]([C:13]([CH:15]3C(=O)O[C:18](C)([CH3:22])[O:17][C:16]3=[O:24])=[O:14])=[CH:10][CH:11]=2)[CH:6]=[N:5]1. Product: [CH3:1][O:2][CH2:3][N:4]1[C:12]2[C:7](=[CH:8][C:9]([C:13](=[O:14])[CH2:15][C:16]([O:17][CH2:18][CH3:22])=[O:24])=[CH:10][CH:11]=2)[CH:6]=[N:5]1. The catalyst class is: 8.